Dataset: NCI-60 drug combinations with 297,098 pairs across 59 cell lines. Task: Regression. Given two drug SMILES strings and cell line genomic features, predict the synergy score measuring deviation from expected non-interaction effect. (1) Drug 1: CC12CCC3C(C1CCC2=O)CC(=C)C4=CC(=O)C=CC34C. Drug 2: C1=CC=C(C=C1)NC(=O)CCCCCCC(=O)NO. Cell line: HCT-15. Synergy scores: CSS=28.4, Synergy_ZIP=1.26, Synergy_Bliss=3.41, Synergy_Loewe=2.01, Synergy_HSA=3.83. (2) Drug 1: CC1OCC2C(O1)C(C(C(O2)OC3C4COC(=O)C4C(C5=CC6=C(C=C35)OCO6)C7=CC(=C(C(=C7)OC)O)OC)O)O. Drug 2: C1=C(C(=O)NC(=O)N1)F. Cell line: SK-MEL-5. Synergy scores: CSS=47.1, Synergy_ZIP=-5.11, Synergy_Bliss=-7.20, Synergy_Loewe=-2.63, Synergy_HSA=-0.927.